From a dataset of Peptide-MHC class I binding affinity with 185,985 pairs from IEDB/IMGT. Regression. Given a peptide amino acid sequence and an MHC pseudo amino acid sequence, predict their binding affinity value. This is MHC class I binding data. (1) The peptide sequence is KGFFRVFKK. The MHC is HLA-A02:03 with pseudo-sequence HLA-A02:03. The binding affinity (normalized) is 0.0847. (2) The peptide sequence is KPKPAVRYAI. The MHC is HLA-A02:06 with pseudo-sequence HLA-A02:06. The binding affinity (normalized) is 0.